Dataset: Forward reaction prediction with 1.9M reactions from USPTO patents (1976-2016). Task: Predict the product of the given reaction. (1) Given the reactants C[O:2][C:3]([C:5]1[C:13]2[N:12]=[C:11]([C:14]3[CH:19]=[CH:18][C:17]([Cl:20])=[CH:16][CH:15]=3)[NH:10][C:9]=2[C:8]([O:21]C)=[CH:7][CH:6]=1)=[O:4].[Cl-].[Al+3].[Cl-].[Cl-].Cl, predict the reaction product. The product is: [Cl:20][C:17]1[CH:16]=[CH:15][C:14]([C:11]2[NH:10][C:9]3[C:8]([OH:21])=[CH:7][CH:6]=[C:5]([C:3]([OH:4])=[O:2])[C:13]=3[N:12]=2)=[CH:19][CH:18]=1. (2) Given the reactants [CH3:1][O:2][C:3]1[CH:4]=[C:5]2[C:10](=[CH:11][C:12]=1[O:13][CH3:14])[NH:9][C:8](=[O:15])[CH:7]=[N:6]2.[H-].[Na+].CS(O[CH2:23][CH2:24][N:25]1[CH2:30][CH2:29][CH:28]([NH:31][C:32]([O:34][C:35]([CH3:38])([CH3:37])[CH3:36])=[O:33])[CH2:27][CH2:26]1)(=O)=O.C(OC(=O)NC1CCN(CCN2C3C(=CC=C(OC)C=3)C=CC2=O)CC1)(C)(C)C, predict the reaction product. The product is: [C:35]([O:34][C:32](=[O:33])[NH:31][CH:28]1[CH2:29][CH2:30][N:25]([CH2:24][CH2:23][N:9]2[C:10]3[C:5](=[CH:4][C:3]([O:2][CH3:1])=[C:12]([O:13][CH3:14])[CH:11]=3)[N:6]=[CH:7][C:8]2=[O:15])[CH2:26][CH2:27]1)([CH3:38])([CH3:37])[CH3:36]. (3) The product is: [Br:44][C:45]1[CH:46]=[C:47]([C@H:51]([NH:53][C:36]([NH:20][C:19]2[CH:21]=[CH:22][C:16]([O:15][C:6]3[C:5]4[C:10](=[CH:11][C:12]([O:13][CH3:14])=[C:3]([O:2][CH3:1])[CH:4]=4)[N:9]=[CH:8][CH:7]=3)=[CH:17][C:18]=2[O:23][CH3:24])=[O:42])[CH3:52])[CH:48]=[CH:49][CH:50]=1. Given the reactants [CH3:1][O:2][C:3]1[CH:4]=[C:5]2[C:10](=[CH:11][C:12]=1[O:13][CH3:14])[N:9]=[CH:8][CH:7]=[C:6]2[O:15][C:16]1[CH:22]=[CH:21][C:19]([NH2:20])=[C:18]([O:23][CH3:24])[CH:17]=1.C(N(CC)CC)C.ClC(Cl)(O[C:36](=[O:42])OC(Cl)(Cl)Cl)Cl.[Br:44][C:45]1[CH:46]=[C:47]([C@H:51]([NH2:53])[CH3:52])[CH:48]=[CH:49][CH:50]=1, predict the reaction product.